From a dataset of Forward reaction prediction with 1.9M reactions from USPTO patents (1976-2016). Predict the product of the given reaction. Given the reactants [NH:1]1[CH2:6][CH2:5][CH:4]([C:7]#[N:8])[CH2:3][CH2:2]1.Cl[C:10]1[CH:15]=[CH:14][C:13]([N+:16]([O-:18])=[O:17])=[CH:12][N:11]=1.C(=O)([O-])[O-].[K+].[K+], predict the reaction product. The product is: [N+:16]([C:13]1[CH:14]=[CH:15][C:10]([N:1]2[CH2:6][CH2:5][CH:4]([C:7]#[N:8])[CH2:3][CH2:2]2)=[N:11][CH:12]=1)([O-:18])=[O:17].